From a dataset of Reaction yield outcomes from USPTO patents with 853,638 reactions. Predict the reaction yield, written as a fraction of the theoretical maximum amount of product (1.0 means a 100% yield; for example, 0.34 means a 34% yield). (1) The reactants are [C:1]([O-])(=[S:3])[CH3:2].[K+].[CH2:6]([O:13][C@@H:14]1[C@@H:19]([O:20][CH2:21][C:22]2[CH:27]=[CH:26][CH:25]=[CH:24][CH:23]=2)[C@H:18]([O:28][CH2:29][C:30]2[CH:35]=[CH:34][CH:33]=[CH:32][CH:31]=2)[C@@H:17](COS(C2C=CC(C)=CC=2)(=O)=O)[O:16][C@@H:15]1[O:48][CH2:49][CH2:50][CH2:51][OH:52])[C:7]1[CH:12]=[CH:11][CH:10]=[CH:9][CH:8]=1.O.[CH3:54]N(C=O)C. No catalyst specified. The product is [CH2:6]([O:13][C@@H:14]1[C@@H:19]([O:20][CH2:21][C:22]2[CH:27]=[CH:26][CH:25]=[CH:24][CH:23]=2)[C@H:18]([O:28][CH2:29][C:30]2[CH:31]=[CH:32][CH:33]=[CH:34][CH:35]=2)[C@@H:17]([CH2:2][C:1](=[S:3])[CH3:54])[O:16][C@@H:15]1[O:48][CH2:49][CH2:50][CH2:51][OH:52])[C:7]1[CH:12]=[CH:11][CH:10]=[CH:9][CH:8]=1. The yield is 0.908. (2) The reactants are Cl[C:2]1[CH:11]=[C:10]([C:12]2[CH:17]=[CH:16][CH:15]=[C:14]([CH3:18])[CH:13]=2)[C:9]2[C:4](=[CH:5][CH:6]=[C:7]([C:19]([C:27]3[CH:32]=[CH:31][C:30]([Cl:33])=[CH:29][CH:28]=3)([C:21]3[N:25]([CH3:26])[CH:24]=[N:23][CH:22]=3)[OH:20])[CH:8]=2)[N:3]=1.[NH2:34][CH2:35][CH2:36][OH:37]. No catalyst specified. The product is [Cl:33][C:30]1[CH:31]=[CH:32][C:27]([C:19]([C:21]2[N:25]([CH3:26])[CH:24]=[N:23][CH:22]=2)([C:7]2[CH:8]=[C:9]3[C:4](=[CH:5][CH:6]=2)[N:3]=[C:2]([NH:34][CH2:35][CH2:36][OH:37])[CH:11]=[C:10]3[C:12]2[CH:17]=[CH:16][CH:15]=[C:14]([CH3:18])[CH:13]=2)[OH:20])=[CH:28][CH:29]=1. The yield is 0.370. (3) The reactants are C(O[C:4](=[O:11])[C:5]1[CH:10]=[CH:9][N:8]=[CH:7][CH:6]=1)C.[CH:12]1([NH2:15])[CH2:14][CH2:13]1. No catalyst specified. The product is [CH:12]1([NH:15][C:4](=[O:11])[C:5]2[CH:6]=[CH:7][N:8]=[CH:9][CH:10]=2)[CH2:14][CH2:13]1. The yield is 0.500. (4) The yield is 0.760. The product is [C:6]([C:7]1[CH:8]=[CH:9][CH:10]=[C:11]2[C:15]=1[C:14](=[O:16])[NH:13][CH2:12]2)#[CH:5]. The catalyst is C1COCC1. The reactants are C[Si]([C:5]#[C:6][C:7]1[CH:8]=[CH:9][CH:10]=[C:11]2[C:15]=1[C:14](=[O:16])[NH:13][CH2:12]2)(C)C.CCCC[N+](CCCC)(CCCC)CCCC.[F-]. (5) The reactants are [N+:1]([C:4]1[CH:9]=[CH:8][C:7]([N:10]=[C:11]=S)=[CH:6][CH:5]=1)([O-:3])=[O:2].[C:13]([O:17][C:18](=[O:44])[NH:19][CH2:20][CH2:21][CH2:22][NH:23][C:24]1[CH:29]=[C:28]([C:30]([N:32]([CH2:38][CH2:39][CH:40]([CH3:42])[CH3:41])[CH2:33][CH2:34][CH:35]([CH3:37])[CH3:36])=[O:31])[CH:27]=[CH:26][C:25]=1[NH2:43])([CH3:16])([CH3:15])[CH3:14]. The catalyst is O1CCCC1. The product is [CH3:41][CH:40]([CH3:42])[CH2:39][CH2:38][N:32]([CH2:33][CH2:34][CH:35]([CH3:37])[CH3:36])[C:30]([C:28]1[CH:27]=[CH:26][C:25]2[N:43]=[C:11]([NH:10][C:7]3[CH:8]=[CH:9][C:4]([N+:1]([O-:3])=[O:2])=[CH:5][CH:6]=3)[N:23]([CH2:22][CH2:21][CH2:20][NH:19][C:18](=[O:44])[O:17][C:13]([CH3:16])([CH3:14])[CH3:15])[C:24]=2[CH:29]=1)=[O:31]. The yield is 0.880. (6) The reactants are [NH2:1][C:2]1[C:3]([C:19]#[N:20])=[C:4]([CH:16]=[CH:17][CH:18]=1)[O:5][CH2:6][C:7]1([C:10]([NH:12][CH2:13][CH2:14][CH3:15])=[O:11])[CH2:9][CH2:8]1.[S:21](Cl)(=[O:24])(=[O:23])[NH2:22]. No catalyst specified. The product is [C:19]([C:3]1[C:2]([NH:1][S:21](=[O:24])(=[O:23])[NH2:22])=[CH:18][CH:17]=[CH:16][C:4]=1[O:5][CH2:6][C:7]1([C:10]([NH:12][CH2:13][CH2:14][CH3:15])=[O:11])[CH2:8][CH2:9]1)#[N:20]. The yield is 0.780. (7) The reactants are Br.Br[CH2:3][C:4]([C:6]1[CH:11]=[CH:10][N:9]=[CH:8][CH:7]=1)=O.[NH2:12][C:13]([NH2:15])=[S:14].[OH-].[NH4+]. The catalyst is CCO.O. The product is [NH2:15][C:13]1[S:14][CH:3]=[C:4]([C:6]2[CH:11]=[CH:10][N:9]=[CH:8][CH:7]=2)[N:12]=1. The yield is 0.930.